This data is from Forward reaction prediction with 1.9M reactions from USPTO patents (1976-2016). The task is: Predict the product of the given reaction. (1) Given the reactants [O:1]1[CH2:6][CH2:5][N:4]([C:7]2[CH:8]=[C:9]([C:14]3[CH:27]=[CH:26][CH:25]=[C:24]4[C:15]=3[O:16][C:17]3[CH:18]=[CH:19][C:20]([NH:28][C@H:29]5[CH2:34][CH2:33][C@H:32]([NH:35]C(=O)OCC6C=CC=CC=6)[CH2:31][CH2:30]5)=[CH:21][C:22]=3[CH2:23]4)[NH:10][C:11](=[O:13])[CH:12]=2)[CH2:3][CH2:2]1.C([O-])=O.[NH4+], predict the reaction product. The product is: [NH2:35][C@H:32]1[CH2:33][CH2:34][C@H:29]([NH:28][C:20]2[CH:21]=[C:22]3[C:17]([O:16][C:15]4[C:14]([C:9]5[NH:10][C:11](=[O:13])[CH:12]=[C:7]([N:4]6[CH2:5][CH2:6][O:1][CH2:2][CH2:3]6)[CH:8]=5)=[CH:27][CH:26]=[CH:25][C:24]=4[CH2:23]3)=[CH:18][CH:19]=2)[CH2:30][CH2:31]1. (2) Given the reactants [OH:1][C:2]1[CH:7]=[CH:6][C:5](NCC(O)=O)=[CH:4][CH:3]=1.[OH2:13].[H][H].[Cl:16][C:17]1[S:21][C:20]([S:22](Cl)(=[O:24])=[O:23])=[CH:19][CH:18]=1.[CH3:26][CH2:27][N:28](CC)CC, predict the reaction product. The product is: [Cl:16][C:17]1[S:21][C:20]([S:22]([NH:28][C@@H:27]([CH:5]2[CH2:4][CH2:3][CH:2]([OH:1])[CH2:7][CH2:6]2)[CH2:26][OH:13])(=[O:24])=[O:23])=[CH:19][CH:18]=1. (3) The product is: [C:5]([O:4][C:3]([N:2]([CH3:1])[CH:10]1[CH2:11][CH2:12][N:13]([C:16]([O:17][CH2:18][C:19]2[CH:20]=[C:21]([Cl:26])[CH:22]=[C:23]([Cl:25])[CH:24]=2)=[O:27])[CH2:14][CH2:15]1)=[O:9])([CH3:8])([CH3:6])[CH3:7]. Given the reactants [CH3:1][N:2]([CH:10]1[CH2:15][CH2:14][NH:13][CH2:12][CH2:11]1)[C:3](=[O:9])[O:4][C:5]([CH3:8])([CH3:7])[CH3:6].[C:16](Cl)(=[O:27])[O:17][CH2:18][C:19]1[CH:24]=[C:23]([Cl:25])[CH:22]=[C:21]([Cl:26])[CH:20]=1.C(=O)(O)[O-].[Na+], predict the reaction product. (4) Given the reactants [Cl:1][C:2]1[N:7]([CH3:8])[C:6](=[O:9])[C:5]([C:10]2[CH:15]=[CH:14][CH:13]=[C:12]([CH3:16])[CH:11]=2)=[C:4]([C:17]2[CH:22]=[CH:21][N:20]=[CH:19][CH:18]=2)[N:3]=1.[CH2:23]([C@H:30]([NH2:33])[CH2:31][NH2:32])[C:24]1[CH:29]=[CH:28][CH:27]=[CH:26][CH:25]=1, predict the reaction product. The product is: [ClH:1].[NH2:33][C@@H:30]([CH2:23][C:24]1[CH:29]=[CH:28][CH:27]=[CH:26][CH:25]=1)[CH2:31][NH:32][C:2]1[N:7]([CH3:8])[C:6](=[O:9])[C:5]([C:10]2[CH:15]=[CH:14][CH:13]=[C:12]([CH3:16])[CH:11]=2)=[C:4]([C:17]2[CH:22]=[CH:21][N:20]=[CH:19][CH:18]=2)[N:3]=1. (5) The product is: [CH3:1][N:2]([CH3:9])[CH2:3][CH2:4][O:5][CH2:6][CH2:7][O:8][C:10](=[O:16])[CH:11]=[CH:12][C:13]([O:8][CH2:7][CH2:6][O:5][CH2:4][CH2:20][N:19]([CH3:25])[CH3:18])=[O:14]. Given the reactants [CH3:1][N:2]([CH3:9])[CH2:3][CH2:4][O:5][CH2:6][CH2:7][OH:8].[C:10](Cl)(=[O:16])/[CH:11]=[CH:12]/[C:13](Cl)=[O:14].[CH3:18][N:19]([CH3:25])[C:20](N(C)C)=N, predict the reaction product. (6) Given the reactants [NH:1]1[CH2:5][CH2:4][CH2:3][CH:2]1[C:6]1[CH:7]=[C:8]([CH:19]=[CH:20][CH:21]=1)[O:9][CH2:10][CH2:11][CH2:12][N:13]1[CH2:18][CH2:17][CH2:16][CH2:15][CH2:14]1.C(N(CC)CC)C.Br[CH2:30][C:31]([C:33]1[CH:38]=[CH:37][C:36]([O:39][CH3:40])=[CH:35][CH:34]=1)=[O:32], predict the reaction product. The product is: [CH3:40][O:39][C:36]1[CH:37]=[CH:38][C:33]([C:31](=[O:32])[CH2:30][N:1]2[CH2:5][CH2:4][CH2:3][CH:2]2[C:6]2[CH:21]=[CH:20][CH:19]=[C:8]([O:9][CH2:10][CH2:11][CH2:12][N:13]3[CH2:18][CH2:17][CH2:16][CH2:15][CH2:14]3)[CH:7]=2)=[CH:34][CH:35]=1. (7) The product is: [CH3:36][C:37]1[CH:43]=[CH:42][C:41]([N+:44]([O-:46])=[O:45])=[CH:40][C:38]=1[NH:39][C:22](=[O:23])[C:21]1[CH:25]=[CH:26][C:18]([NH:17][C:9]2[N:8]=[C:7]([C:1]3[CH:6]=[CH:5][CH:4]=[CH:3][CH:2]=3)[C:16]3[C:11](=[CH:12][CH:13]=[CH:14][CH:15]=3)[N:10]=2)=[CH:19][CH:20]=1. Given the reactants [C:1]1([C:7]2[C:16]3[C:11](=[CH:12][CH:13]=[CH:14][CH:15]=3)[N:10]=[C:9]([NH:17][C:18]3[CH:26]=[CH:25][C:21]([C:22](Cl)=[O:23])=[CH:20][CH:19]=3)[N:8]=2)[CH:6]=[CH:5][CH:4]=[CH:3][CH:2]=1.CCN(C(C)C)C(C)C.[CH3:36][C:37]1[CH:43]=[CH:42][C:41]([N+:44]([O-:46])=[O:45])=[CH:40][C:38]=1[NH2:39], predict the reaction product. (8) Given the reactants [Cl:1][C:2]1[CH:7]=[CH:6][C:5]([S:8](Cl)(=[O:10])=[O:9])=[CH:4][CH:3]=1.[CH3:12][C@H:13]([OH:17])[CH2:14][CH2:15][CH3:16].CCN(CC)CC.Cl, predict the reaction product. The product is: [Cl:1][C:2]1[CH:7]=[CH:6][C:5]([S:8]([O:17][C@H:13]([CH2:14][CH2:15][CH3:16])[CH3:12])(=[O:10])=[O:9])=[CH:4][CH:3]=1. (9) Given the reactants [CH3:1][N:2]1[CH:6]=[C:5]([C:7]([OH:9])=O)[CH:4]=[N:3]1.Cl.[F:11][CH2:12][CH2:13][NH:14][CH3:15], predict the reaction product. The product is: [F:11][CH2:12][CH2:13][N:14]([CH3:15])[C:7]([C:5]1[CH:4]=[N:3][N:2]([CH3:1])[CH:6]=1)=[O:9].